Dataset: Forward reaction prediction with 1.9M reactions from USPTO patents (1976-2016). Task: Predict the product of the given reaction. (1) Given the reactants [CH2:1]([NH:3][C:4]([N:6]1[CH2:13][CH:12]2[CH2:14][CH:8]([CH2:9][NH:10][CH2:11]2)[CH2:7]1)=[O:5])[CH3:2].[C:15]([C:17]1[CH:34]=[CH:33][C:20]([O:21][CH2:22][CH:23]2[CH2:25][N:24]2[C:26]([O:28][C:29]([CH3:32])([CH3:31])[CH3:30])=[O:27])=[CH:19][CH:18]=1)#[N:16], predict the reaction product. The product is: [C:15]([C:17]1[CH:18]=[CH:19][C:20]([O:21][CH2:22][CH:23]([NH:24][C:26](=[O:27])[O:28][C:29]([CH3:30])([CH3:31])[CH3:32])[CH2:25][N:10]2[CH2:11][CH:12]3[CH2:14][CH:8]([CH2:7][N:6]([C:4]([NH:3][CH2:1][CH3:2])=[O:5])[CH2:13]3)[CH2:9]2)=[CH:33][CH:34]=1)#[N:16]. (2) Given the reactants [Cl:1][C:2]1[C:3]([F:9])=[C:4]([CH:6]=[CH:7][CH:8]=1)[NH2:5].C[Al](C)C.[CH3:14][C@H:15]1[N:20]([CH3:21])[C@@H:19]([CH3:22])[CH2:18][N:17]([C:23]2[CH:24]=[CH:25][C:26]3[O:30][CH:29]=[C:28]([C:31](OC)=[O:32])[C:27]=3[CH:35]=2)[CH2:16]1.C([O-])([O-])=O.[Na+].[Na+], predict the reaction product. The product is: [Cl:1][C:2]1[C:3]([F:9])=[C:4]([NH:5][C:31]([C:28]2[C:27]3[CH:35]=[C:23]([N:17]4[CH2:16][C@H:15]([CH3:14])[N:20]([CH3:21])[C@H:19]([CH3:22])[CH2:18]4)[CH:24]=[CH:25][C:26]=3[O:30][CH:29]=2)=[O:32])[CH:6]=[CH:7][CH:8]=1. (3) Given the reactants [CH2:1]([O:3][C:4](=[O:14])/[CH:5]=[CH:6]/[C:7]1[CH:8]=[N:9][CH:10]=[C:11]([Cl:13])[CH:12]=1)[CH3:2].[O-]S(C(F)(F)F)(=O)=O.F[C:24]1[CH:35]=[CH:34][CH:33]=[CH:32][C:25]=1[CH2:26][S+]1CCCC1, predict the reaction product. The product is: [CH2:1]([O:3][C:4]([C@@H:5]1[C@H:26]([C:25]2[CH:32]=[CH:33][CH:34]=[CH:35][CH:24]=2)[C@H:6]1[C:7]1[CH:8]=[N:9][CH:10]=[C:11]([Cl:13])[CH:12]=1)=[O:14])[CH3:2]. (4) Given the reactants [CH:1]([N:4]1[C:8](=[O:9])[O:7][C:6]([C:10]2[C:14]([CH3:15])=[C:13]([NH:16][C:17](=[O:25])OC3C=CC=CC=3)[N:12]([C:26]3[CH:31]=[CH:30][CH:29]=[CH:28][CH:27]=3)[N:11]=2)=[N:5]1)([CH3:3])[CH3:2].Cl.Cl.[F:34][C:35]1[CH:36]=[C:37]([C@@H:42]2[CH2:46][N:45]([CH2:47][CH2:48][O:49][CH3:50])[CH2:44][C@H:43]2[NH2:51])[CH:38]=[CH:39][C:40]=1[F:41].CCN(C(C)C)C(C)C, predict the reaction product. The product is: [F:34][C:35]1[CH:36]=[C:37]([C@@H:42]2[CH2:46][N:45]([CH2:47][CH2:48][O:49][CH3:50])[CH2:44][C@H:43]2[NH:51][C:17]([NH:16][C:13]2[N:12]([C:26]3[CH:31]=[CH:30][CH:29]=[CH:28][CH:27]=3)[N:11]=[C:10]([C:6]3[O:7][C:8](=[O:9])[N:4]([CH:1]([CH3:3])[CH3:2])[N:5]=3)[C:14]=2[CH3:15])=[O:25])[CH:38]=[CH:39][C:40]=1[F:41]. (5) Given the reactants [NH2:1][CH2:2][CH:3]([NH2:5])[CH3:4].[F:6][C:7]1[CH:8]=[CH:9][C:10]([C:30]([F:33])([F:32])[F:31])=[C:11]([CH:29]=1)[C:12]([N:14]1[CH2:19][CH2:18][N:17]([C:20]2[CH:28]=[CH:27][C:23]([C:24](O)=O)=[CH:22][N:21]=2)[CH2:16][CH2:15]1)=[O:13], predict the reaction product. The product is: [F:6][C:7]1[CH:8]=[CH:9][C:10]([C:30]([F:32])([F:33])[F:31])=[C:11]([C:12]([N:14]2[CH2:19][CH2:18][N:17]([C:20]3[CH:28]=[CH:27][C:23]([C:24]4[NH:5][CH:3]([CH3:4])[CH2:2][N:1]=4)=[CH:22][N:21]=3)[CH2:16][CH2:15]2)=[O:13])[CH:29]=1.